From a dataset of Full USPTO retrosynthesis dataset with 1.9M reactions from patents (1976-2016). Predict the reactants needed to synthesize the given product. Given the product [Cl:21][CH2:10][C:7]1[CH:8]=[CH:9][C:4]2[C:3]([OH:13])=[N:2][O:12][C:5]=2[CH:6]=1, predict the reactants needed to synthesize it. The reactants are: O[NH:2][C:3](=[O:13])[C:4]1[CH:9]=[CH:8][C:7]([CH2:10]O)=[CH:6][C:5]=1[OH:12].CN(C)C=O.S(Cl)([Cl:21])=O.